Dataset: Reaction yield outcomes from USPTO patents with 853,638 reactions. Task: Predict the reaction yield, written as a fraction of the theoretical maximum amount of product (1.0 means a 100% yield; for example, 0.34 means a 34% yield). (1) The reactants are [NH:1]([C:3]1[CH:8]=[C:7]([C:9]#[N:10])[CH:6]=[CH:5][N:4]=1)[NH2:2].[Cl:11][C:12]1[CH:17]=[CH:16][CH:15]=[CH:14][C:13]=1[CH2:18][C:19](=O)[CH2:20][C:21](OCC)=[O:22]. No catalyst specified. The product is [Cl:11][C:12]1[CH:17]=[CH:16][CH:15]=[CH:14][C:13]=1[CH2:18][C:19]1[CH:20]=[C:21]([OH:22])[N:1]([C:3]2[CH:8]=[C:7]([C:9]#[N:10])[CH:6]=[CH:5][N:4]=2)[N:2]=1. The yield is 0.390. (2) The reactants are [Br:1][C:2]1[CH:3]=[C:4]([N+:13]([O-])=O)[C:5]([CH3:12])=[C:6]([CH:11]=1)[C:7]([O:9][CH3:10])=[O:8].[Cl-].[NH4+]. The catalyst is C(O)C.C(=O)(O)[O-].[Na+].[Fe]. The product is [NH2:13][C:4]1[C:5]([CH3:12])=[C:6]([CH:11]=[C:2]([Br:1])[CH:3]=1)[C:7]([O:9][CH3:10])=[O:8]. The yield is 0.850.